Predict which catalyst facilitates the given reaction. From a dataset of Catalyst prediction with 721,799 reactions and 888 catalyst types from USPTO. (1) Reactant: [OH:1][N:2]=[CH:3][C:4]1[CH:13]=[CH:12][CH:11]=[CH:10][C:5]=1[C:6]([O:8][CH3:9])=[O:7].CC1C=CC(S(NCl)(=O)=O)=CC=1.[Br:26][C:27]#[C:28][C@@H:29]1[C@:34]([C:36]2[CH:41]=[CH:40][C:39]([F:42])=[C:38]([F:43])[CH:37]=2)([OH:35])[CH2:33][CH2:32][N:31]([C:44]([O:46][C:47]([CH3:50])([CH3:49])[CH3:48])=[O:45])[CH2:30]1. Product: [Br:26][C:27]1[C:3]([C:4]2[CH:13]=[CH:12][CH:11]=[CH:10][C:5]=2[C:6]([O:8][CH3:9])=[O:7])=[N:2][O:1][C:28]=1[C@@H:29]1[C@:34]([C:36]2[CH:41]=[CH:40][C:39]([F:42])=[C:38]([F:43])[CH:37]=2)([OH:35])[CH2:33][CH2:32][N:31]([C:44]([O:46][C:47]([CH3:50])([CH3:49])[CH3:48])=[O:45])[CH2:30]1. The catalyst class is: 5. (2) Reactant: [C:1]([C:3]1[C:11]2[C:6](=[CH:7][C:8]([CH:12]3CC3)=[CH:9][CH:10]=2)[N:5]([CH:15]2[CH2:18][CH2:17][CH2:16]2)[C:4]=1B(O)O)#[N:2].[C:22]([NH:26][S:27]([C:30]1[CH:31]=[N:32][C:33](Cl)=[CH:34][CH:35]=1)(=[O:29])=[O:28])([CH3:25])([CH3:24])[CH3:23].F[B-](F)(F)F.[C:42]([PH+](C(C)(C)C)C(C)(C)C)(C)(C)C.[F-:55].[K+]. Product: [C:22]([NH:26][S:27]([C:30]1[CH:31]=[N:32][C:33]([C:4]2[N:5]([CH:15]3[CH2:18][CH2:17][CH2:16][CH2:42]3)[C:6]3[C:11]([C:3]=2[C:1]#[N:2])=[CH:10][C:9]([F:55])=[C:8]([CH3:12])[CH:7]=3)=[CH:34][CH:35]=1)(=[O:29])=[O:28])([CH3:25])([CH3:24])[CH3:23]. The catalyst class is: 443. (3) Reactant: [CH3:1][N:2]1[C:6]([C:7]([C:10]2[CH:15]=[CH:14][CH:13]=[CH:12][CH:11]=2)=[N:8][OH:9])=[CH:5][N:4]=[C:3]1[CH3:16].Br[CH2:18][C:19]1[N:24]=[C:23]([N:25]2[C:33](=[O:34])[C:32]3[C:27](=[CH:28][CH:29]=[CH:30][CH:31]=3)[C:26]2=[O:35])[CH:22]=[CH:21][CH:20]=1.C(=O)([O-])[O-].[Cs+].[Cs+].[I-].[K+]. Product: [CH3:1][N:2]1[C:6]([C:7](=[N:8][O:9][CH2:18][C:19]2[N:24]=[C:23]([N:25]3[C:26](=[O:35])[C:27]4[C:32](=[CH:31][CH:30]=[CH:29][CH:28]=4)[C:33]3=[O:34])[CH:22]=[CH:21][CH:20]=2)[C:10]2[CH:15]=[CH:14][CH:13]=[CH:12][CH:11]=2)=[CH:5][N:4]=[C:3]1[CH3:16]. The catalyst class is: 10. (4) Reactant: [Cl:1][C:2]1[CH:7]=[C:6]([N+:8]([O-])=O)[CH:5]=[C:4]([Cl:11])[C:3]=1[S:12][C:13]1[CH:18]=[CH:17][CH:16]=[CH:15][CH:14]=1.[Cl-].[NH4+].CO. Product: [Cl:1][C:2]1[CH:7]=[C:6]([CH:5]=[C:4]([Cl:11])[C:3]=1[S:12][C:13]1[CH:18]=[CH:17][CH:16]=[CH:15][CH:14]=1)[NH2:8]. The catalyst class is: 150. (5) Reactant: [Li]CCCC.Br[C:7]1[CH:8]=[C:9]2[C:14](=[C:15]([CH3:17])[CH:16]=1)[N:13]=[C:12]([O:18][CH3:19])[C:11]([C:20]1[CH:25]=[CH:24][CH:23]=[C:22]([F:26])[CH:21]=1)=[C:10]2[Cl:27].[CH3:28][N:29]1[C:33]([C:34]([C:36]2[CH:37]=[N:38][C:39]([C:42]([F:45])([F:44])[F:43])=[CH:40][CH:41]=2)=[O:35])=[CH:32][N:31]=[CH:30]1. Product: [Cl:27][C:10]1[C:9]2[C:14](=[C:15]([CH3:17])[CH:16]=[C:7]([C:34]([C:33]3[N:29]([CH3:28])[CH:30]=[N:31][CH:32]=3)([C:36]3[CH:37]=[N:38][C:39]([C:42]([F:44])([F:43])[F:45])=[CH:40][CH:41]=3)[OH:35])[CH:8]=2)[N:13]=[C:12]([O:18][CH3:19])[C:11]=1[C:20]1[CH:25]=[CH:24][CH:23]=[C:22]([F:26])[CH:21]=1. The catalyst class is: 1. (6) Reactant: [C:1]([C:5]1[CH:10]=[C:9]([N+:11]([O-:13])=[O:12])[C:8]([OH:14])=[C:7]([Cl:15])[CH:6]=1)([CH3:4])([CH3:3])[CH3:2].[C:16]([O-])([O-])=O.[K+].[K+].CI. The catalyst class is: 21. Product: [C:1]([C:5]1[CH:10]=[C:9]([N+:11]([O-:13])=[O:12])[C:8]([O:14][CH3:16])=[C:7]([Cl:15])[CH:6]=1)([CH3:4])([CH3:2])[CH3:3].